The task is: Predict the reactants needed to synthesize the given product.. This data is from Full USPTO retrosynthesis dataset with 1.9M reactions from patents (1976-2016). (1) Given the product [CH3:1][O:2][C:3]1[CH:4]=[C:5]2[C:10](=[CH:11][CH:12]=1)[CH2:9][N:8]([CH2:14][CH2:15][N:16]1[CH2:20][CH2:19][CH2:18][CH2:17]1)[CH2:7][CH2:6]2, predict the reactants needed to synthesize it. The reactants are: [CH3:1][O:2][C:3]1[CH:4]=[C:5]2[C:10](=[CH:11][CH:12]=1)[C:9](=O)[N:8]([CH2:14][CH2:15][N:16]1[CH2:20][CH2:19][CH2:18][CH2:17]1)[CH2:7][CH2:6]2.[H-].[Al+3].[Li+].[H-].[H-].[H-]. (2) Given the product [Cl:8][C:7]1[C:6]([Cl:9])=[C:5]([Cl:10])[N:4]=[C:3]([C:11]([O:13][CH3:14])=[O:12])[C:2]=1[I:19], predict the reactants needed to synthesize it. The reactants are: N[C:2]1[C:3]([C:11]([O:13][CH3:14])=[O:12])=[N:4][C:5]([Cl:10])=[C:6]([Cl:9])[C:7]=1[Cl:8].N([O-])=O.[Na+].[I-:19].[Na+].S(=O)(O)[O-].[Na+]. (3) Given the product [CH3:22][O:21][C:18]1[CH:17]=[CH:16][C:15]([C:11]2[NH:10][C:5]3[C:4]([C:1]=2[CH3:2])=[CH:9][CH:8]=[CH:7][CH:6]=3)=[CH:20][CH:19]=1, predict the reactants needed to synthesize it. The reactants are: [C:1]([C:4]1[CH:9]=[CH:8][CH:7]=[CH:6][C:5]=1[NH:10][CH:11]([C:15]1[CH:20]=[CH:19][C:18]([O:21][CH3:22])=[CH:17][CH:16]=1)C(O)=O)(=O)[CH3:2].C(N(CC)CC)C. (4) Given the product [Br:1][C:2]1[C:3]([F:9])=[C:4]([NH:5][S:24]([C:18]2[CH:19]=[C:20]([F:23])[CH:21]=[CH:22][C:17]=2[F:16])(=[O:26])=[O:25])[CH:6]=[CH:7][CH:8]=1, predict the reactants needed to synthesize it. The reactants are: [Br:1][C:2]1[C:3]([F:9])=[C:4]([CH:6]=[CH:7][CH:8]=1)[NH2:5].N1C=CC=CC=1.[F:16][C:17]1[CH:22]=[CH:21][C:20]([F:23])=[CH:19][C:18]=1[S:24](Cl)(=[O:26])=[O:25]. (5) Given the product [C:11]([O:10][C:9](=[O:15])[N:8]([CH2:7][C:4]1[CH:3]=[C:2]([Br:1])[N:6]([S:41]([C:38]2[CH:39]=[N:40][C:35]([CH3:34])=[CH:36][CH:37]=2)(=[O:43])=[O:42])[CH:5]=1)[CH3:16])([CH3:12])([CH3:13])[CH3:14], predict the reactants needed to synthesize it. The reactants are: [Br:1][C:2]1[NH:6][CH:5]=[C:4]([CH2:7][N:8]([CH3:16])[C:9](=[O:15])[O:10][C:11]([CH3:14])([CH3:13])[CH3:12])[CH:3]=1.[H-].[Na+].C1OCCOCCOCCOCCOC1.[CH3:34][C:35]1[N:40]=[CH:39][C:38]([S:41](Cl)(=[O:43])=[O:42])=[CH:37][CH:36]=1. (6) Given the product [O:16]([C:3]1[CH:4]=[C:5]([O:9][C:10]2[CH:15]=[CH:14][CH:13]=[CH:12][CH:11]=2)[C:6]([N:29]([C:23]2[CH:24]=[CH:25][CH:26]=[CH:27][CH:28]=2)[C:30]2[CH:31]=[CH:32][CH:33]=[CH:34][CH:35]=2)=[CH:7][C:2]=1[N:37]([C:38]1[CH:57]=[CH:55][CH:56]=[CH:61][CH:60]=1)[C:39]1[CH:40]=[CH:41][CH:42]=[CH:43][CH:44]=1)[C:17]1[CH:22]=[CH:21][CH:20]=[CH:19][CH:18]=1, predict the reactants needed to synthesize it. The reactants are: Br[C:2]1[CH:7]=[C:6](Br)[C:5]([O:9][C:10]2[CH:15]=[CH:14][CH:13]=[CH:12][CH:11]=2)=[CH:4][C:3]=1[O:16][C:17]1[CH:22]=[CH:21][CH:20]=[CH:19][CH:18]=1.[C:23]1([NH:29][C:30]2[CH:35]=[CH:34][CH:33]=[CH:32][CH:31]=2)[CH:28]=[CH:27][CH:26]=[CH:25][CH:24]=1.C[N:37]([C:39]1[CH:44]=[CH:43][C:42](P(C(C)(C)C)C(C)(C)C)=[CH:41][CH:40]=1)[CH3:38].C[C:55]([O-])([CH3:57])[CH3:56].[Na+].[C:60](OCC)(=O)[CH3:61]. (7) Given the product [CH3:1][N:2]([C:12]1[CH:17]=[CH:16][CH:15]=[CH:14][CH:13]=1)[C:3]([CH:5]1[CH2:10][C:9]2[C:25]3[C:24](=[CH:23][CH:22]=[C:21]([C:19]#[N:20])[CH:26]=3)[NH:27][C:8]=2[CH2:7][CH2:6]1)=[O:4], predict the reactants needed to synthesize it. The reactants are: [CH3:1][N:2]([C:12]1[CH:17]=[CH:16][CH:15]=[CH:14][CH:13]=1)[C:3]([CH:5]1[CH2:10][CH2:9][C:8](=O)[CH2:7][CH2:6]1)=[O:4].Cl.[C:19]([C:21]1[CH:26]=[CH:25][C:24]([NH:27]N)=[CH:23][CH:22]=1)#[N:20].CC([O-])=O.[Na+]. (8) Given the product [F:16][C:15]1[C:10]([CH:8]([NH2:7])[CH3:9])=[N:11][CH:12]=[C:13]([F:17])[CH:14]=1, predict the reactants needed to synthesize it. The reactants are: C(OC(=O)[NH:7][CH:8]([C:10]1[C:15]([F:16])=[CH:14][C:13]([F:17])=[CH:12][N:11]=1)[CH3:9])(C)(C)C.Cl. (9) Given the product [C:1]([O:5][C:6]([N:8]1[CH2:13][CH:12]2[CH2:14][CH:9]1[CH2:10][N:11]2[C:15]1[C:28]2[C:33](=[CH:32][C:31]([F:34])=[CH:30][CH:29]=2)[N:17]([S:18]([C:21]2[CH:26]=[CH:25][C:24]([CH3:27])=[CH:23][CH:22]=2)(=[O:20])=[O:19])[N:16]=1)=[O:7])([CH3:4])([CH3:3])[CH3:2], predict the reactants needed to synthesize it. The reactants are: [C:1]([O:5][C:6]([N:8]1[CH2:13][CH:12]2[CH2:14][CH:9]1[CH2:10][N:11]2[C:15]([C:28]1[CH:33]=[CH:32][C:31]([F:34])=[CH:30][C:29]=1Br)=[N:16][NH:17][S:18]([C:21]1[CH:26]=[CH:25][C:24]([CH3:27])=[CH:23][CH:22]=1)(=[O:20])=[O:19])=[O:7])([CH3:4])([CH3:3])[CH3:2].C(=O)([O-])[O-].[K+].[K+].O. (10) Given the product [CH2:1]([O:3][C:4](=[O:15])[C:5]1[C:10]([NH2:11])=[C:9]([NH2:12])[CH:8]=[N:7][CH:6]=1)[CH3:2], predict the reactants needed to synthesize it. The reactants are: [CH2:1]([O:3][C:4](=[O:15])[C:5]1[C:10]([NH2:11])=[C:9]([N+:12]([O-])=O)[CH:8]=[N:7][CH:6]=1)[CH3:2].[H][H].